This data is from Forward reaction prediction with 1.9M reactions from USPTO patents (1976-2016). The task is: Predict the product of the given reaction. (1) Given the reactants [F:1][C:2]([F:16])([CH2:8][CH2:9][C:10]1[CH:15]=[CH:14][CH:13]=[CH:12][CH:11]=1)[C:3](OCC)=[O:4].[H-].[Al+3].[Li+].[H-].[H-].[H-].O.[OH-].[Na+], predict the reaction product. The product is: [F:1][C:2]([F:16])([CH2:8][CH2:9][C:10]1[CH:15]=[CH:14][CH:13]=[CH:12][CH:11]=1)[CH2:3][OH:4]. (2) Given the reactants [NH2:1][C:2]1[N:7]=[C:6]([NH:8][C@H:9]([C:11]2[N:12]([C:30]3[CH:35]=[CH:34][CH:33]=[CH:32][CH:31]=3)[C:13](=[O:29])[C:14]3[C:19]([CH:20]=2)=[CH:18][CH:17]=[CH:16][C:15]=3[C:21]2[CH:22]=[N:23][CH:24]=[C:25]([O:27]C)[CH:26]=2)[CH3:10])[C:5]([C:36]#[N:37])=[CH:4][N:3]=1.P(Br)(Br)Br.C([O-])(O)=O.[Na+], predict the reaction product. The product is: [NH2:1][C:2]1[N:7]=[C:6]([NH:8][C@H:9]([C:11]2[N:12]([C:30]3[CH:35]=[CH:34][CH:33]=[CH:32][CH:31]=3)[C:13](=[O:29])[C:14]3[C:19]([CH:20]=2)=[CH:18][CH:17]=[CH:16][C:15]=3[C:21]2[CH:22]=[N:23][CH:24]=[C:25]([OH:27])[CH:26]=2)[CH3:10])[C:5]([C:36]#[N:37])=[CH:4][N:3]=1. (3) Given the reactants [H-].[Na+].[OH:3][C:4]1[CH:5]=[N:6][CH:7]=[CH:8][CH:9]=1.Cl[C:11]1[CH:16]=[C:15]([N+:17]([O-:19])=[O:18])[CH:14]=[CH:13][N+:12]=1[O-:20].O, predict the reaction product. The product is: [N+:17]([C:15]1[CH:14]=[CH:13][N+:12]([O-:20])=[C:11]([O:3][C:4]2[CH:5]=[N:6][CH:7]=[CH:8][CH:9]=2)[CH:16]=1)([O-:19])=[O:18].